Dataset: Reaction yield outcomes from USPTO patents with 853,638 reactions. Task: Predict the reaction yield, written as a fraction of the theoretical maximum amount of product (1.0 means a 100% yield; for example, 0.34 means a 34% yield). The reactants are [C:1]([C:5]1[CH:10]=[C:9]([O:11][CH3:12])[CH:8]=[CH:7][C:6]=1[OH:13])([CH3:4])([CH3:3])[CH3:2].[C:14]([C:18]1C=C(O)C=C[C:23]=1[O:24]C)(C)(C)C.C(=O)([O-])[O-].[K+].[K+].C(Br)C=C.C(OCC=C)C=C.C1(C)C=C(C)C=C(C)C=1.C(C1C=C(OC)C=C(C(C)(C)C)C=1O)C=C.C(C1C=C(OC)C(C(C)(C)C)=CC=1O)C=C.C1(O)C=CC=CC=1.ClC1C=C(C=CC=1)C(OO)=O. No catalyst specified. The product is [C:1]([C:5]1[C:6]2[O:13][CH:18]([CH2:23][OH:24])[CH2:14][C:7]=2[CH:8]=[C:9]([O:11][CH3:12])[CH:10]=1)([CH3:4])([CH3:2])[CH3:3]. The yield is 0.140.